This data is from NCI-60 drug combinations with 297,098 pairs across 59 cell lines. The task is: Regression. Given two drug SMILES strings and cell line genomic features, predict the synergy score measuring deviation from expected non-interaction effect. (1) Drug 1: C1=CC(=CC=C1CCCC(=O)O)N(CCCl)CCCl. Drug 2: C(=O)(N)NO. Cell line: HL-60(TB). Synergy scores: CSS=74.1, Synergy_ZIP=-6.23, Synergy_Bliss=-4.89, Synergy_Loewe=-19.5, Synergy_HSA=-3.05. (2) Drug 1: CN1CCC(CC1)COC2=C(C=C3C(=C2)N=CN=C3NC4=C(C=C(C=C4)Br)F)OC. Drug 2: C#CCC(CC1=CN=C2C(=N1)C(=NC(=N2)N)N)C3=CC=C(C=C3)C(=O)NC(CCC(=O)O)C(=O)O. Cell line: MDA-MB-231. Synergy scores: CSS=12.0, Synergy_ZIP=0.788, Synergy_Bliss=4.67, Synergy_Loewe=4.71, Synergy_HSA=4.16. (3) Drug 1: CC(CN1CC(=O)NC(=O)C1)N2CC(=O)NC(=O)C2. Drug 2: CN1C2=C(C=C(C=C2)N(CCCl)CCCl)N=C1CCCC(=O)O.Cl. Cell line: SF-295. Synergy scores: CSS=37.3, Synergy_ZIP=-7.18, Synergy_Bliss=3.93, Synergy_Loewe=-1.33, Synergy_HSA=5.11. (4) Drug 1: C1CN1C2=NC(=NC(=N2)N3CC3)N4CC4. Drug 2: CC1C(C(CC(O1)OC2CC(CC3=C2C(=C4C(=C3O)C(=O)C5=C(C4=O)C(=CC=C5)OC)O)(C(=O)C)O)N)O.Cl. Cell line: SK-MEL-28. Synergy scores: CSS=23.5, Synergy_ZIP=-4.17, Synergy_Bliss=4.73, Synergy_Loewe=-8.03, Synergy_HSA=1.65.